From a dataset of Forward reaction prediction with 1.9M reactions from USPTO patents (1976-2016). Predict the product of the given reaction. Given the reactants [C:1]([O:5][C:6](=[O:37])[CH2:7][C@H:8]([NH:16][S:17]([C:20]1[CH:25]=[CH:24][C:23]([N+:26]([O-])=O)=[CH:22][C:21]=1[O:29][CH2:30][C:31]1[CH:36]=[CH:35][CH:34]=[CH:33][CH:32]=1)(=[O:19])=[O:18])[CH:9]([O:13][CH2:14][CH3:15])[O:10][CH2:11][CH3:12])([CH3:4])([CH3:3])[CH3:2].[H][H], predict the reaction product. The product is: [C:1]([O:5][C:6](=[O:37])[CH2:7][C@H:8]([NH:16][S:17]([C:20]1[CH:25]=[CH:24][C:23]([NH2:26])=[CH:22][C:21]=1[O:29][CH2:30][C:31]1[CH:36]=[CH:35][CH:34]=[CH:33][CH:32]=1)(=[O:19])=[O:18])[CH:9]([O:10][CH2:11][CH3:12])[O:13][CH2:14][CH3:15])([CH3:3])([CH3:4])[CH3:2].